This data is from Reaction yield outcomes from USPTO patents with 853,638 reactions. The task is: Predict the reaction yield, written as a fraction of the theoretical maximum amount of product (1.0 means a 100% yield; for example, 0.34 means a 34% yield). (1) The reactants are [CH3:1][O:2][C:3](=[O:23])[C@@H:4]([CH:17]1[CH2:22][CH2:21][CH2:20][CH2:19][CH2:18]1)[NH:5][C:6](=[O:16])[C:7]1[CH:12]=[CH:11][CH:10]=[CH:9][C:8]=1[N+:13]([O-])=O. The catalyst is CCO.[Pd]. The product is [CH3:1][O:2][C:3](=[O:23])[C@H:4]([NH:5][C:6](=[O:16])[C:7]1[CH:12]=[CH:11][CH:10]=[CH:9][C:8]=1[NH2:13])[CH:17]1[CH2:22][CH2:21][CH2:20][CH2:19][CH2:18]1. The yield is 0.980. (2) The reactants are C[C@H]1CO[C@@]2([O:9][C@H:8]3[CH2:10][C@H:11]4[C@@H:16]5[CH2:17][CH2:18][C@H:19]6[CH2:24][C@@H:23](O)[CH2:22][CH2:21][C@:20]6([CH3:26])[C@H:15]5[CH2:14][C@@H:13]([OH:27])[C@:12]4([CH3:28])[C@H:7]3[C@@H:6]2[CH3:29])CC1.P(O)(O)O.OO.[OH-:38].[K+]. The catalyst is C(O)(=O)C.C(OC(=O)C)(=O)C. The product is [OH:38][C@H:23]1[CH2:22][CH2:21][C@@:20]2([CH3:26])[C@@H:19]([CH2:18][CH2:17][C@@H:16]3[C@@H:15]2[CH2:14][C@@H:13]([OH:27])[C@@:12]2([CH3:28])[C@H:11]3[CH2:29][CH:6]=[C:7]2[C:8](=[O:9])[CH3:10])[CH2:24]1. The yield is 0.910. (3) The reactants are [OH:1][C@@H:2]([CH3:7])[C:3](OC)=[O:4].[NH:8]1[CH2:12][CH2:11][CH2:10][CH2:9]1. No catalyst specified. The product is [OH:1][C@@H:2]([CH3:7])[C:3]([N:8]1[CH2:12][CH2:11][CH2:10][CH2:9]1)=[O:4]. The yield is 0.996. (4) The reactants are [Br:1]N1C(=O)CCC1=O.[S:9]1[CH:13]=[CH:12][CH:11]=[C:10]1[C:14]1[S:15][CH:16]=[CH:17][CH:18]=1. The catalyst is C(O)(=O)C.C(Cl)(Cl)Cl. The product is [Br:1][C:13]1[S:9][C:10]([C:14]2[S:15][CH:16]=[CH:17][CH:18]=2)=[CH:11][CH:12]=1. The yield is 0.880. (5) The reactants are Cl[C:2]1[CH:3]=[CH:4][CH:5]=[C:6]2[C:10]=1[N:9]([CH2:11][CH2:12][CH3:13])[N:8]=[C:7]2[C:14]1[CH:19]=[CH:18][C:17]([O:20][CH3:21])=[C:16]([F:22])[CH:15]=1.Cl.[C:24]1([Mg]Br)[CH:29]=[CH:28][CH:27]=[CH:26][CH:25]=1. The catalyst is O1CCOCC1.C1C=CC(/C=C/C(/C=C/C2C=CC=CC=2)=O)=CC=1.C1C=CC(/C=C/C(/C=C/C2C=CC=CC=2)=O)=CC=1.C1C=CC(/C=C/C(/C=C/C2C=CC=CC=2)=O)=CC=1.[Pd].[Pd]. The product is [F:22][C:16]1[CH:15]=[C:14]([C:7]2[C:6]3[C:10](=[C:2]([C:24]4[CH:29]=[CH:28][CH:27]=[CH:26][CH:25]=4)[CH:3]=[CH:4][CH:5]=3)[N:9]([CH2:11][CH2:12][CH3:13])[N:8]=2)[CH:19]=[CH:18][C:17]=1[O:20][CH3:21]. The yield is 0.660. (6) The reactants are [F:1][C:2]1[CH:7]=[CH:6][CH:5]=[C:4](F)[C:3]=1[C:9](=O)[CH3:10].O.[NH2:13][NH2:14]. The catalyst is C(OCC)(=O)C. The product is [F:1][C:2]1[CH:7]=[CH:6][CH:5]=[C:4]2[C:3]=1[C:9]([CH3:10])=[N:13][NH:14]2. The yield is 0.850. (7) The reactants are [N:1]1[CH:6]=[CH:5][CH:4]=[CH:3][C:2]=1[S:7](Cl)(=[O:9])=[O:8].[C:11]([O:15][C:16](=[O:35])[NH:17][C@H:18]([C:23](=[O:34])[NH:24][C@H:25]1[CH2:31][CH2:30][C@@H:29]([CH3:32])[NH:28][CH2:27][C@@H:26]1[OH:33])[CH2:19][CH:20]([CH3:22])[CH3:21])([CH3:14])([CH3:13])[CH3:12].C(=O)(O)[O-].[Na+]. The catalyst is C(Cl)Cl.O.CCOC(C)=O. The product is [C:11]([O:15][C:16](=[O:35])[NH:17][C@H:18]([C:23](=[O:34])[NH:24][C@H:25]1[CH2:31][CH2:30][C@@H:29]([CH3:32])[NH:28][CH:27]([S:7]([C:2]2[CH:3]=[CH:4][CH:5]=[CH:6][N:1]=2)(=[O:9])=[O:8])[C@H:26]1[OH:33])[CH2:19][CH:20]([CH3:22])[CH3:21])([CH3:13])([CH3:14])[CH3:12]. The yield is 0.700. (8) The reactants are [H-].[Na+].[F:3][C:4]([F:11])([F:10])[C:5]([O:7]CC)=O.[C:12]([C:15]1[CH:25]=[C:24]([CH3:26])[C:18]2[O:19][CH2:20][C:21](=[O:23])[NH:22][C:17]=2[CH:16]=1)(=[O:14])[CH3:13].Cl. The catalyst is C1COCC1.C1OCCOC2C(=CC=CC=2)OCCOCCOC2C(=CC=CC=2)OC1.C(O)C. The product is [F:11][C:4]([F:3])([F:10])[C:5](=[O:7])[CH2:13][C:12]([C:15]1[CH:25]=[C:24]([CH3:26])[C:18]2[O:19][CH2:20][C:21](=[O:23])[NH:22][C:17]=2[CH:16]=1)=[O:14]. The yield is 0.350. (9) The reactants are [Br:1][C:2]1[C:3]([O:13][CH2:14][CH2:15][CH2:16][C:17]2[C:18]([CH2:32][CH2:33][CH3:34])=[N:19][N:20]([C:22]3[CH:27]=[CH:26][C:25]([C:28]([F:31])([F:30])[F:29])=[CH:24][N:23]=3)[CH:21]=2)=[C:4]([CH2:8][C:9]([O:11]C)=[O:10])[CH:5]=[CH:6][CH:7]=1.[OH-].[Na+].O1CCCC1.Cl. The catalyst is CO. The product is [Br:1][C:2]1[C:3]([O:13][CH2:14][CH2:15][CH2:16][C:17]2[C:18]([CH2:32][CH2:33][CH3:34])=[N:19][N:20]([C:22]3[CH:27]=[CH:26][C:25]([C:28]([F:31])([F:29])[F:30])=[CH:24][N:23]=3)[CH:21]=2)=[C:4]([CH2:8][C:9]([OH:11])=[O:10])[CH:5]=[CH:6][CH:7]=1. The yield is 0.780. (10) The reactants are Br[CH2:2][CH2:3][N:4]1[C:8]([CH2:9]Cl)=[CH:7][C:6]([N+:11]([O-:13])=[O:12])=[N:5]1.[CH3:14][O:15][CH2:16][CH:17]([NH2:19])[CH3:18].CS(C)=O. The catalyst is O. The product is [CH3:14][O:15][CH2:16][CH:17]([N:19]1[CH2:2][CH2:3][N:4]2[N:5]=[C:6]([N+:11]([O-:13])=[O:12])[CH:7]=[C:8]2[CH2:9]1)[CH3:18]. The yield is 0.680.